Dataset: Reaction yield outcomes from USPTO patents with 853,638 reactions. Task: Predict the reaction yield, written as a fraction of the theoretical maximum amount of product (1.0 means a 100% yield; for example, 0.34 means a 34% yield). The reactants are [CH2:1]([C:4]1[CH:9]=[C:8]([Cl:10])[CH:7]=[C:6]([C:11]([CH3:14])([CH3:13])[CH3:12])[C:5]=1[OH:15])[CH:2]=[CH2:3].ClC1C=C(C=CC=1)C(OO)=O.C(=O)([O-])[O-].[K+].[K+].ClC1C2OC(CO)CC=2C(C(F)(F)F)=CC=1.C(C1C2OC(CO)CC=2C=C(Cl)C=1)(C)(C)C.C1(C)C=CC(S(Cl)(=O)=O)=CC=1.[CH3:76][C:77]1[CH:82]=[CH:81][C:80]([S:83]([O:86]CC2CC3C(C(F)(F)F)=CC=C(Cl)C=3O2)(=[O:85])=[O:84])=[CH:79][CH:78]=1. No catalyst specified. The product is [CH3:76][C:77]1[CH:78]=[CH:79][C:80]([S:83]([O:86][CH2:3][CH:2]2[CH2:1][C:4]3[CH:9]=[C:8]([Cl:10])[CH:7]=[C:6]([C:11]([CH3:14])([CH3:13])[CH3:12])[C:5]=3[O:15]2)(=[O:85])=[O:84])=[CH:81][CH:82]=1. The yield is 0.510.